Dataset: Full USPTO retrosynthesis dataset with 1.9M reactions from patents (1976-2016). Task: Predict the reactants needed to synthesize the given product. (1) Given the product [OH:12][CH:11]1[CH2:10][CH2:9][C:4]2([CH2:8][CH2:7][CH2:6][CH2:5]2)[C:3]([C:13]([O:15][CH3:16])=[O:14])=[C:2]1[CH3:1], predict the reactants needed to synthesize it. The reactants are: [CH3:1][C:2]12[O:12][CH:11]1[CH2:10][CH2:9][C:4]1([CH2:8][CH2:7][CH2:6][CH2:5]1)[CH:3]2[C:13]([O:15][CH3:16])=[O:14].[Na].Cl. (2) The reactants are: [C:1]([C:5]1[CH:10]=[C:9](Cl)[N:8]=[C:7]([CH3:12])[N:6]=1)([CH3:4])([CH3:3])[CH3:2].[NH:13]1[CH2:18][CH2:17][NH:16][CH2:15][CH2:14]1. Given the product [C:1]([C:5]1[CH:10]=[C:9]([N:13]2[CH2:18][CH2:17][NH:16][CH2:15][CH2:14]2)[N:8]=[C:7]([CH3:12])[N:6]=1)([CH3:4])([CH3:3])[CH3:2], predict the reactants needed to synthesize it.